From a dataset of Forward reaction prediction with 1.9M reactions from USPTO patents (1976-2016). Predict the product of the given reaction. (1) Given the reactants [N:1]1([CH2:6][CH2:7][N:8]2[CH:16]=[C:15]3[C:10]([CH:11]=[CH:12][C:13]([NH2:17])=[CH:14]3)=[N:9]2)[CH2:5][CH2:4][CH2:3][CH2:2]1.[CH2:18]([O:25][C:26]1[CH:31]=[CH:30][C:29]([CH2:32][C:33]([OH:35])=O)=[CH:28][CH:27]=1)[C:19]1[CH:24]=[CH:23][CH:22]=[CH:21]C=1.Cl.C(N=C=NC(C)(C)CC)C.ON1C2C=CC=CC=2N=N1.CN1CCOCC1, predict the reaction product. The product is: [O:25]([C:26]1[CH:27]=[CH:28][C:29]([CH2:32][C:33]([NH:17][C:13]2[CH:12]=[CH:11][C:10]3[C:15](=[CH:16][N:8]([CH2:7][CH2:6][N:1]4[CH2:2][CH2:3][CH2:4][CH2:5]4)[N:9]=3)[CH:14]=2)=[O:35])=[CH:30][CH:31]=1)[C:18]1[CH:19]=[CH:24][CH:23]=[CH:22][CH:21]=1. (2) Given the reactants [Cl:1][C:2]1[N:7]=[C:6](Cl)[CH:5]=[C:4]([CH3:9])[N:3]=1.[C:10]([O:14][C:15](=[O:24])[NH:16][C@H:17]1[CH2:22][CH2:21][C@@H:20]([NH2:23])[CH2:19][CH2:18]1)([CH3:13])([CH3:12])[CH3:11], predict the reaction product. The product is: [C:10]([O:14][C:15](=[O:24])[NH:16][C@H:17]1[CH2:18][CH2:19][C@@H:20]([NH:23][C:6]2[CH:5]=[C:4]([CH3:9])[N:3]=[C:2]([Cl:1])[N:7]=2)[CH2:21][CH2:22]1)([CH3:13])([CH3:11])[CH3:12]. (3) Given the reactants [C:1]1([C:7]2[CH:8]=[C:9]([C:16]3[O:20][N:19]=[C:18]([C:21]4[CH:26]=[CH:25][C:24]([CH2:27][N:28]5[CH:32]=[C:31]([C:33]([OH:35])=[O:34])[CH:30]=[N:29]5)=[CH:23][CH:22]=4)[N:17]=3)[S:10][C:11]=2[C:12]([F:15])([F:14])[F:13])[CH:6]=[CH:5][CH:4]=[CH:3][CH:2]=1.[OH-].[Na+:37], predict the reaction product. The product is: [C:1]1([C:7]2[CH:8]=[C:9]([C:16]3[O:20][N:19]=[C:18]([C:21]4[CH:26]=[CH:25][C:24]([CH2:27][N:28]5[CH:32]=[C:31]([C:33]([O-:35])=[O:34])[CH:30]=[N:29]5)=[CH:23][CH:22]=4)[N:17]=3)[S:10][C:11]=2[C:12]([F:14])([F:15])[F:13])[CH:6]=[CH:5][CH:4]=[CH:3][CH:2]=1.[Na+:37]. (4) Given the reactants [CH3:1][O:2][N:3]([C:25]([C:38]1[CH:43]=[CH:42][CH:41]=[CH:40][CH:39]=1)([C:32]1[CH:37]=[CH:36][CH:35]=[CH:34][CH:33]=1)[C:26]1[CH:31]=[CH:30][CH:29]=[CH:28][CH:27]=1)[C:4]1[NH:5][C:6](=[O:24])[C:7]2[N:8]=[CH:9][N:10]([C@@H:13]3[O:18][C@H:17]([CH2:19][OH:20])[C@@H:15]([OH:16])[C@@:14]3([C:22]#[CH:23])[F:21])[C:11]=2[N:12]=1.[Si:44](Cl)([C:47]([CH3:50])([CH3:49])[CH3:48])([CH3:46])[CH3:45], predict the reaction product. The product is: [CH3:1][O:2][N:3]([C:25]([C:38]1[CH:43]=[CH:42][CH:41]=[CH:40][CH:39]=1)([C:26]1[CH:31]=[CH:30][CH:29]=[CH:28][CH:27]=1)[C:32]1[CH:33]=[CH:34][CH:35]=[CH:36][CH:37]=1)[C:4]1[NH:5][C:6](=[O:24])[C:7]2[N:8]=[CH:9][N:10]([C@@H:13]3[O:18][C@H:17]([CH2:19][O:20][Si:44]([C:47]([CH3:50])([CH3:49])[CH3:48])([CH3:46])[CH3:45])[C@@H:15]([OH:16])[C@@:14]3([C:22]#[CH:23])[F:21])[C:11]=2[N:12]=1. (5) Given the reactants Cl.[C:2]([NH2:10])(=[NH:9])[C:3]1[CH:8]=[CH:7][N:6]=[CH:5][CH:4]=1.COC(OC)C.[CH2:17]1[CH2:27]CN2C(=NCCC2)[CH2:19][CH2:18]1, predict the reaction product. The product is: [CH3:19][C:18]1[CH:17]=[CH:27][N:10]=[C:2]([C:3]2[CH:8]=[CH:7][N:6]=[CH:5][CH:4]=2)[N:9]=1.